Dataset: NCI-60 drug combinations with 297,098 pairs across 59 cell lines. Task: Regression. Given two drug SMILES strings and cell line genomic features, predict the synergy score measuring deviation from expected non-interaction effect. (1) Drug 1: CNC(=O)C1=CC=CC=C1SC2=CC3=C(C=C2)C(=NN3)C=CC4=CC=CC=N4. Drug 2: C1CCC(C(C1)N)N.C(=O)(C(=O)[O-])[O-].[Pt+4]. Cell line: ACHN. Synergy scores: CSS=24.6, Synergy_ZIP=5.65, Synergy_Bliss=6.48, Synergy_Loewe=5.64, Synergy_HSA=7.95. (2) Drug 1: CC12CCC(CC1=CCC3C2CCC4(C3CC=C4C5=CN=CC=C5)C)O. Drug 2: CC1=C(C(=O)C2=C(C1=O)N3CC4C(C3(C2COC(=O)N)OC)N4)N. Cell line: 786-0. Synergy scores: CSS=45.1, Synergy_ZIP=6.78, Synergy_Bliss=13.9, Synergy_Loewe=8.12, Synergy_HSA=14.2.